Dataset: Reaction yield outcomes from USPTO patents with 853,638 reactions. Task: Predict the reaction yield, written as a fraction of the theoretical maximum amount of product (1.0 means a 100% yield; for example, 0.34 means a 34% yield). (1) The reactants are [CH2:1]([O:8][C:9]1[CH:14]=[CH:13][C:12](Br)=[CH:11][CH:10]=1)[C:2]1[CH:7]=[CH:6][CH:5]=[CH:4][CH:3]=1.[Li]CCCC.[CH3:21][O:22][C:23]([C:25]1[CH2:26][N:27]([C:39]([O:41][C:42]([CH3:45])([CH3:44])[CH3:43])=[O:40])[CH2:28][CH2:29][C:30]=1OS(C(F)(F)F)(=O)=O)=[O:24].[NH4+].[Cl-]. The catalyst is C1COCC1.[Cl-].[Cl-].[Zn+2].C1C=CC([P]([Pd]([P](C2C=CC=CC=2)(C2C=CC=CC=2)C2C=CC=CC=2)([P](C2C=CC=CC=2)(C2C=CC=CC=2)C2C=CC=CC=2)[P](C2C=CC=CC=2)(C2C=CC=CC=2)C2C=CC=CC=2)(C2C=CC=CC=2)C2C=CC=CC=2)=CC=1. The product is [CH3:21][O:22][C:23]([C:25]1[CH2:26][N:27]([C:39]([O:41][C:42]([CH3:45])([CH3:44])[CH3:43])=[O:40])[CH2:28][CH2:29][C:30]=1[C:12]1[CH:13]=[CH:14][C:9]([O:8][CH2:1][C:2]2[CH:7]=[CH:6][CH:5]=[CH:4][CH:3]=2)=[CH:10][CH:11]=1)=[O:24]. The yield is 0.980. (2) The reactants are Br[C:2]1[CH:7]=[CH:6][C:5]([NH:8][C:9](=[O:25])[O:10][C@@H:11]2[C@@H:16]([O:17][CH3:18])[C@@H:15]([O:19][CH2:20][CH3:21])[C@H:14]([O:22][CH3:23])[C@@H:13]([CH3:24])[O:12]2)=[CH:4][CH:3]=1.[B:26]1([B:26]2[O:30][C:29]([CH3:32])([CH3:31])[C:28]([CH3:34])([CH3:33])[O:27]2)[O:30][C:29]([CH3:32])([CH3:31])[C:28]([CH3:34])([CH3:33])[O:27]1.CC([O-])=O.[K+].N#N. The catalyst is O.C1C=CC(P(C2C=CC=CC=2)[C-]2C=CC=C2)=CC=1.C1C=CC(P(C2C=CC=CC=2)[C-]2C=CC=C2)=CC=1.Cl[Pd]Cl.[Fe+2].CS(C)=O. The product is [CH3:33][C:28]1([CH3:34])[C:29]([CH3:32])([CH3:31])[O:30][B:26]([C:2]2[CH:7]=[CH:6][C:5]([NH:8][C:9](=[O:25])[O:10][C@@H:11]3[C@@H:16]([O:17][CH3:18])[C@@H:15]([O:19][CH2:20][CH3:21])[C@H:14]([O:22][CH3:23])[C@@H:13]([CH3:24])[O:12]3)=[CH:4][CH:3]=2)[O:27]1. The yield is 0.530. (3) The reactants are [NH:1]1[C:9]2[C:4](=[CH:5][CH:6]=[CH:7][CH:8]=2)[CH:3]=[C:2]1[CH2:10][CH2:11][C:12]([O:14][CH3:15])=[O:13].[H-].[Na+].[CH3:18]I. The catalyst is CN(C=O)C. The product is [CH3:18][N:1]1[C:9]2[C:4](=[CH:5][CH:6]=[CH:7][CH:8]=2)[CH:3]=[C:2]1[CH2:10][CH2:11][C:12]([O:14][CH3:15])=[O:13]. The yield is 0.330. (4) The reactants are [CH:1]([NH2:4])([CH3:3])[CH3:2].[Cl:5][C:6]1[N:11]=[C:10](Cl)[CH:9]=[C:8]([CH2:13][O:14][CH2:15][C:16]([F:19])([F:18])[F:17])[N:7]=1. The catalyst is CO.C(#N)C. The product is [Cl:5][C:6]1[N:11]=[C:10]([NH:4][CH:1]([CH3:3])[CH3:2])[CH:9]=[C:8]([CH2:13][O:14][CH2:15][C:16]([F:19])([F:18])[F:17])[N:7]=1. The yield is 0.560. (5) The reactants are [NH2:1][C:2]1[C:7]([S:8](Cl)(=[O:10])=[O:9])=[CH:6][C:5]([Br:12])=[CH:4][N:3]=1.[NH:13]1[CH2:18][CH2:17][O:16][CH2:15][CH2:14]1.N1C=CC=CC=1. The catalyst is O1CCOCC1. The product is [Br:12][C:5]1[CH:6]=[C:7]([S:8]([N:13]2[CH2:18][CH2:17][O:16][CH2:15][CH2:14]2)(=[O:10])=[O:9])[C:2]([NH2:1])=[N:3][CH:4]=1. The yield is 0.910.